Dataset: Peptide-MHC class I binding affinity with 185,985 pairs from IEDB/IMGT. Task: Regression. Given a peptide amino acid sequence and an MHC pseudo amino acid sequence, predict their binding affinity value. This is MHC class I binding data. (1) The peptide sequence is IEDPPFNSL. The binding affinity (normalized) is 0.0711. The MHC is HLA-A02:02 with pseudo-sequence HLA-A02:02. (2) The peptide sequence is YAMAIRQAI. The MHC is HLA-C07:01 with pseudo-sequence HLA-C07:01. The binding affinity (normalized) is 0.573. (3) The peptide sequence is FLCLFLLPSL. The MHC is HLA-A02:02 with pseudo-sequence HLA-A02:02. The binding affinity (normalized) is 1.00. (4) The peptide sequence is RRQGNIYPK. The MHC is HLA-A11:01 with pseudo-sequence HLA-A11:01. The binding affinity (normalized) is 0.247. (5) The peptide sequence is HTQAIEGAW. The MHC is HLA-B39:01 with pseudo-sequence HLA-B39:01. The binding affinity (normalized) is 0.0847. (6) The peptide sequence is YSHGDIKAS. The MHC is HLA-A02:01 with pseudo-sequence HLA-A02:01. The binding affinity (normalized) is 0. (7) The peptide sequence is IHKPRPPAT. The binding affinity (normalized) is 0.0847. The MHC is HLA-A01:01 with pseudo-sequence HLA-A01:01.